This data is from NCI-60 drug combinations with 297,098 pairs across 59 cell lines. The task is: Regression. Given two drug SMILES strings and cell line genomic features, predict the synergy score measuring deviation from expected non-interaction effect. (1) Drug 1: CC1=C2C(C(=O)C3(C(CC4C(C3C(C(C2(C)C)(CC1OC(=O)C(C(C5=CC=CC=C5)NC(=O)OC(C)(C)C)O)O)OC(=O)C6=CC=CC=C6)(CO4)OC(=O)C)O)C)O. Drug 2: CS(=O)(=O)OCCCCOS(=O)(=O)C. Cell line: LOX IMVI. Synergy scores: CSS=6.93, Synergy_ZIP=-4.04, Synergy_Bliss=1.12, Synergy_Loewe=-7.59, Synergy_HSA=-0.999. (2) Drug 2: N.N.Cl[Pt+2]Cl. Synergy scores: CSS=62.1, Synergy_ZIP=-3.08, Synergy_Bliss=-4.22, Synergy_Loewe=-0.766, Synergy_HSA=1.45. Cell line: NCIH23. Drug 1: CC1CCCC2(C(O2)CC(NC(=O)CC(C(C(=O)C(C1O)C)(C)C)O)C(=CC3=CSC(=N3)C)C)C. (3) Drug 1: CNC(=O)C1=CC=CC=C1SC2=CC3=C(C=C2)C(=NN3)C=CC4=CC=CC=N4. Drug 2: CCC1(CC2CC(C3=C(CCN(C2)C1)C4=CC=CC=C4N3)(C5=C(C=C6C(=C5)C78CCN9C7C(C=CC9)(C(C(C8N6C)(C(=O)OC)O)OC(=O)C)CC)OC)C(=O)OC)O.OS(=O)(=O)O. Cell line: SF-295. Synergy scores: CSS=31.0, Synergy_ZIP=-4.24, Synergy_Bliss=-0.0214, Synergy_Loewe=-12.0, Synergy_HSA=2.24. (4) Drug 1: CC1=CC2C(CCC3(C2CCC3(C(=O)C)OC(=O)C)C)C4(C1=CC(=O)CC4)C. Drug 2: CC1=C(C(CCC1)(C)C)C=CC(=CC=CC(=CC(=O)O)C)C. Cell line: HCT-15. Synergy scores: CSS=-4.65, Synergy_ZIP=0.348, Synergy_Bliss=-3.76, Synergy_Loewe=-7.03, Synergy_HSA=-6.18.